The task is: Predict the product of the given reaction.. This data is from Forward reaction prediction with 1.9M reactions from USPTO patents (1976-2016). Given the reactants [C:1]([C:5]1[N:10]=[CH:9][C:8]([C:11]2[N:12]([C:32](Cl)=[O:33])[C@@:13]([C:25]3[CH:30]=[CH:29][C:28]([Cl:31])=[CH:27][CH:26]=3)([CH3:24])[C@@:14]([C:17]3[CH:22]=[CH:21][C:20]([Cl:23])=[CH:19][CH:18]=3)([CH3:16])[N:15]=2)=[C:7]([O:35][CH2:36][CH3:37])[CH:6]=1)([CH3:4])([CH3:3])[CH3:2].[NH:38]1[CH2:43][CH2:42][CH:41]([N:44]2[CH2:49][CH2:48][O:47][CH2:46][CH2:45]2)[CH2:40][CH2:39]1, predict the reaction product. The product is: [C:1]([C:5]1[N:10]=[CH:9][C:8]([C:11]2[N:12]([C:32]([N:38]3[CH2:43][CH2:42][CH:41]([N:44]4[CH2:49][CH2:48][O:47][CH2:46][CH2:45]4)[CH2:40][CH2:39]3)=[O:33])[C@@:13]([C:25]3[CH:26]=[CH:27][C:28]([Cl:31])=[CH:29][CH:30]=3)([CH3:24])[C@@:14]([C:17]3[CH:18]=[CH:19][C:20]([Cl:23])=[CH:21][CH:22]=3)([CH3:16])[N:15]=2)=[C:7]([O:35][CH2:36][CH3:37])[CH:6]=1)([CH3:2])([CH3:3])[CH3:4].